Dataset: Full USPTO retrosynthesis dataset with 1.9M reactions from patents (1976-2016). Task: Predict the reactants needed to synthesize the given product. (1) Given the product [OH:41][CH2:40][CH:39]([NH:38][C:9]([C:11]1[N:12]([CH3:33])[C:13]2[C:21]([C:22]=1[Br:23])=[C:20]1[C:19](=[O:24])[NH:18][C:17](=[O:25])[C:16]1=[C:15]([C:26]1[CH:31]=[CH:30][CH:29]=[CH:28][C:27]=1[Cl:32])[CH:14]=2)=[O:10])[CH2:42][OH:43], predict the reactants needed to synthesize it. The reactants are: FC1C(O[C:9]([C:11]2[N:12]([CH3:33])[C:13]3[C:21]([C:22]=2[Br:23])=[C:20]2[C:16]([C:17](=[O:25])[NH:18][C:19]2=[O:24])=[C:15]([C:26]2[CH:31]=[CH:30][CH:29]=[CH:28][C:27]=2[Cl:32])[CH:14]=3)=[O:10])=C(F)C(F)=C(F)C=1F.[NH2:38][CH:39]([CH2:42][OH:43])[CH2:40][OH:41]. (2) Given the product [C:37]([O:40][C:41]([C:46]1[O:30][N:29]=[C:27]([C:4]2[CH:5]=[C:6]([Cl:26])[C:7]([NH:8][C:9]3[C:18]4[CH:19]=[CH:20][N:21]=[C:22]([O:23][CH2:24][CH3:25])[C:17]=4[C:16]4[C:11](=[CH:12][CH:13]=[N:14][CH:15]=4)[N:10]=3)=[C:2]([Cl:1])[CH:3]=2)[N:28]=1)([CH3:45])[CH3:42])(=[O:39])[CH3:38], predict the reactants needed to synthesize it. The reactants are: [Cl:1][C:2]1[CH:3]=[C:4]([C:27](=[N:29][OH:30])[NH2:28])[CH:5]=[C:6]([Cl:26])[C:7]=1[NH:8][C:9]1[C:18]2[CH:19]=[CH:20][N:21]=[C:22]([O:23][CH2:24][CH3:25])[C:17]=2[C:16]2[C:11](=[CH:12][CH:13]=[N:14][CH:15]=2)[N:10]=1.N1C=CC=CC=1.[C:37]([O:40][C:41]([CH3:46])([CH3:45])[C:42](Cl)=O)(=[O:39])[CH3:38]. (3) Given the product [CH2:24]([O:28][C:8]1[N:16]=[C:15]2[C:11]([N:12]=[CH:13][N:14]2[CH:17]2[CH2:22][CH2:21][CH2:20][CH2:19][O:18]2)=[C:10]([NH2:23])[N:9]=1)[CH2:25][CH2:26][CH3:27], predict the reactants needed to synthesize it. The reactants are: CC(C)([O-])C.[Na+].Cl[C:8]1[N:16]=[C:15]2[C:11]([N:12]=[CH:13][N:14]2[CH:17]2[CH2:22][CH2:21][CH2:20][CH2:19][O:18]2)=[C:10]([NH2:23])[N:9]=1.[CH2:24]([OH:28])[CH2:25][CH2:26][CH3:27]. (4) Given the product [C:8]([C:12]1[CH:13]=[C:14]([NH:23][C:24](=[O:32])[NH:33][C:34]2[C:43]3[C:38](=[CH:39][CH:40]=[CH:41][CH:42]=3)[C:37]([O:44][C:45]3[CH:50]=[CH:49][N:48]=[C:47]([NH:51][C:52]4[CH:53]=[C:54]([CH:66]=[C:67]([C:69]#[C:70][Si:71]([CH:78]([CH3:80])[CH3:79])([CH:75]([CH3:77])[CH3:76])[CH:72]([CH3:74])[CH3:73])[CH:68]=4)[C:55]([NH:57][CH2:58][CH2:59][N:60]4[CH2:61][CH2:62][O:63][CH2:64][CH2:65]4)=[O:56])[CH:46]=3)=[CH:36][CH:35]=2)[CH:15]=[C:16]([NH:18][S:19]([CH3:22])(=[O:20])=[O:21])[CH:17]=1)([CH3:9])([CH3:10])[CH3:11], predict the reactants needed to synthesize it. The reactants are: CCN(CC)CC.[C:8]([C:12]1[CH:13]=[C:14]([NH:23][C:24](=[O:32])OC2C=CC=CC=2)[CH:15]=[C:16]([NH:18][S:19]([CH3:22])(=[O:21])=[O:20])[CH:17]=1)([CH3:11])([CH3:10])[CH3:9].[NH2:33][C:34]1[C:43]2[C:38](=[CH:39][CH:40]=[CH:41][CH:42]=2)[C:37]([O:44][C:45]2[CH:50]=[CH:49][N:48]=[C:47]([NH:51][C:52]3[CH:53]=[C:54]([CH:66]=[C:67]([C:69]#[C:70][Si:71]([CH:78]([CH3:80])[CH3:79])([CH:75]([CH3:77])[CH3:76])[CH:72]([CH3:74])[CH3:73])[CH:68]=3)[C:55]([NH:57][CH2:58][CH2:59][N:60]3[CH2:65][CH2:64][O:63][CH2:62][CH2:61]3)=[O:56])[CH:46]=2)=[CH:36][CH:35]=1.